Dataset: NCI-60 drug combinations with 297,098 pairs across 59 cell lines. Task: Regression. Given two drug SMILES strings and cell line genomic features, predict the synergy score measuring deviation from expected non-interaction effect. (1) Drug 1: CC12CCC(CC1=CCC3C2CCC4(C3CC=C4C5=CN=CC=C5)C)O. Drug 2: C1=NC2=C(N=C(N=C2N1C3C(C(C(O3)CO)O)O)F)N. Cell line: OVCAR3. Synergy scores: CSS=9.72, Synergy_ZIP=2.71, Synergy_Bliss=-1.87, Synergy_Loewe=-3.06, Synergy_HSA=-2.99. (2) Synergy scores: CSS=2.08, Synergy_ZIP=0.280, Synergy_Bliss=2.10, Synergy_Loewe=-1.16, Synergy_HSA=0.0906. Cell line: T-47D. Drug 1: CN1C2=C(C=C(C=C2)N(CCCl)CCCl)N=C1CCCC(=O)O.Cl. Drug 2: C1CNP(=O)(OC1)N(CCCl)CCCl. (3) Drug 1: C1C(C(OC1N2C=C(C(=O)NC2=O)F)CO)O. Drug 2: C(=O)(N)NO. Cell line: T-47D. Synergy scores: CSS=-0.469, Synergy_ZIP=5.52, Synergy_Bliss=8.59, Synergy_Loewe=4.08, Synergy_HSA=2.23.